From a dataset of Full USPTO retrosynthesis dataset with 1.9M reactions from patents (1976-2016). Predict the reactants needed to synthesize the given product. Given the product [OH:9][CH2:8][C:6]1[CH:5]=[CH:4][N:3]=[C:2]([N:11]([CH3:12])[CH3:10])[CH:7]=1, predict the reactants needed to synthesize it. The reactants are: Cl[C:2]1[CH:7]=[C:6]([CH2:8][OH:9])[CH:5]=[CH:4][N:3]=1.[CH3:10][NH:11][CH3:12].